This data is from Reaction yield outcomes from USPTO patents with 853,638 reactions. The task is: Predict the reaction yield, written as a fraction of the theoretical maximum amount of product (1.0 means a 100% yield; for example, 0.34 means a 34% yield). (1) The reactants are Br[CH2:2][C:3]1[CH:8]=[CH:7][C:6]([N+:9]([O-:11])=[O:10])=[CH:5][CH:4]=1.[P:12]([O:19]CC)([O:16][CH2:17][CH3:18])[O:13][CH2:14][CH3:15]. No catalyst specified. The product is [N+:9]([C:6]1[CH:7]=[CH:8][C:3]([CH2:2][P:12](=[O:19])([O:16][CH2:17][CH3:18])[O:13][CH2:14][CH3:15])=[CH:4][CH:5]=1)([O-:11])=[O:10]. The yield is 0.890. (2) The catalyst is N. The product is [NH2:15][CH2:14][CH2:13][C:7]1[CH:8]=[CH:9][C:10]([O:11][CH3:12])=[C:5]([S:2]([NH2:1])(=[O:4])=[O:3])[CH:6]=1. The reactants are [NH2:1][S:2]([C:5]1[CH:6]=[C:7]([CH2:13][CH2:14][NH:15]C(=O)C(F)(F)F)[CH:8]=[CH:9][C:10]=1[O:11][CH3:12])(=[O:4])=[O:3]. The yield is 0.780. (3) The reactants are [O:1]=[C:2]1[CH:7](C(OCC)=O)[C:6](=[O:13])[CH2:5][CH2:4][N:3]1[N:14]1[CH2:19][CH2:18][CH2:17][CH2:16][CH2:15]1. The catalyst is CC(O)=O. The product is [N:3]1([N:14]2[CH2:19][CH2:18][CH2:17][CH2:16][CH2:15]2)[CH2:4][CH2:5][C:6](=[O:13])[CH2:7][C:2]1=[O:1]. The yield is 0.220. (4) The reactants are [H-].[Na+].[Br:3][C:4]1[C:5]([C:13]2[CH:18]=[CH:17][CH:16]=[CH:15][CH:14]=2)=[C:6]([C:10]([O-:12])=[O:11])[NH:7][C:8]=1[CH3:9].[CH3:19]I.O1CC[CH2:23][CH2:22]1. No catalyst specified. The product is [Br:3][C:4]1[C:5]([C:13]2[CH:18]=[CH:17][CH:16]=[CH:15][CH:14]=2)=[C:6]([C:10]([O:12][CH2:22][CH3:23])=[O:11])[N:7]([CH3:19])[C:8]=1[CH3:9]. The yield is 0.980. (5) The reactants are [CH2:1]([O:8][C:9]1[CH:10]=[C:11]2[C:15](=[CH:16][CH:17]=1)[NH:14][CH:13]=[CH:12]2)[C:2]1[CH:7]=[CH:6][CH:5]=[CH:4][CH:3]=1.[H-].[Na+].Br[CH2:21][C:22]([O:24][CH3:25])=[O:23]. The catalyst is CN(C=O)C. The product is [CH3:25][O:24][C:22](=[O:23])[CH2:21][N:14]1[C:15]2[C:11](=[CH:10][C:9]([O:8][CH2:1][C:2]3[CH:3]=[CH:4][CH:5]=[CH:6][CH:7]=3)=[CH:17][CH:16]=2)[CH:12]=[CH:13]1. The yield is 0.740. (6) The reactants are [CH:1]([C:4]1[CH:9]=[CH:8][CH:7]=[CH:6][C:5]=1[C:10]1[S:14][C:13]2[CH:15]=[C:16]([O:19]C)[CH:17]=[CH:18][C:12]=2[C:11]=1[O:21][C:22]1[CH:27]=[CH:26][C:25](/[CH:28]=[CH:29]/[C:30](=[O:32])[CH3:31])=[CH:24][CH:23]=1)([CH3:3])[CH3:2].B(Br)(Br)Br. The catalyst is C(Cl)Cl. The product is [OH:19][C:16]1[CH:17]=[CH:18][C:12]2[C:11]([O:21][C:22]3[CH:23]=[CH:24][C:25](/[CH:28]=[CH:29]/[C:30](=[O:32])[CH3:31])=[CH:26][CH:27]=3)=[C:10]([C:5]3[CH:6]=[CH:7][CH:8]=[CH:9][C:4]=3[CH:1]([CH3:2])[CH3:3])[S:14][C:13]=2[CH:15]=1. The yield is 0.160. (7) The reactants are [CH3:1][S:2](Cl)(=[O:4])=[O:3].[CH2:6]([C:9]1[CH:14]=[C:13]([C:15]2[S:16][CH:17]=[C:18]([C:20]3[CH:25]=[CH:24][C:23]([NH2:26])=[CH:22][CH:21]=3)[N:19]=2)[CH:12]=[CH:11][N:10]=1)[CH2:7][CH3:8].N1C=CC=CC=1.C(O)(=O)CC(CC(O)=O)(C(O)=O)O. The catalyst is C(Cl)Cl. The product is [CH2:6]([C:9]1[CH:14]=[C:13]([C:15]2[S:16][CH:17]=[C:18]([C:20]3[CH:21]=[CH:22][C:23]([NH:26][S:2]([CH3:1])(=[O:4])=[O:3])=[CH:24][CH:25]=3)[N:19]=2)[CH:12]=[CH:11][N:10]=1)[CH2:7][CH3:8]. The yield is 0.870.